This data is from Forward reaction prediction with 1.9M reactions from USPTO patents (1976-2016). The task is: Predict the product of the given reaction. (1) Given the reactants Cl[C:2]1[CH:7]=[CH:6][C:5]([C:8]2[N:12](CC3C=C(C=CC=3)C(O)=O)[C:11]3[CH:23]=[C:24]([F:28])[C:25]([F:27])=[CH:26][C:10]=3[N:9]=2)=[C:4](OCC2CCCC2)[CH:3]=1.FC1C=C(N)C(N)=CC=1F.[CH3:46][O:47][C:48](=[O:58])C1C(=CC=CC=1)C(O)=O, predict the reaction product. The product is: [CH3:46][O:47][C:48](=[O:58])[C:4]1[CH:3]=[CH:2][CH:7]=[CH:6][C:5]=1[C:8]1[NH:9][C:10]2[CH:26]=[C:25]([F:27])[C:24]([F:28])=[CH:23][C:11]=2[N:12]=1. (2) The product is: [CH:13]1[N:14]=[C:15]([NH2:56])[C:16]2[N:21]=[CH:20][N:19]([C@@H:22]3[O:26][C@H:25]([CH2:27][O:28][P:29]([O:32][P:33]([O:36][CH2:37][C@H:38]4[O:42][C@@H:41]([N:43]5[CH:48]=[C:47]([C:49]([NH2:51])=[O:50])[CH2:46][CH:45]=[CH:44]5)[C@H:40]([OH:52])[C@@H:39]4[OH:53])([OH:35])=[O:34])([OH:31])=[O:30])[C@@H:24]([OH:54])[C@H:23]3[OH:55])[C:17]=2[N:18]=1.[O:1]=[CH:2][C@@H:3]([C@H:5]([C@@H:7]([C@@H:9]([CH2:11][OH:12])[OH:10])[OH:8])[OH:6])[OH:4]. Given the reactants [O:1]=[CH:2][C@@H:3]([C@H:5]([C@@H:7]([C@@H:9]([CH2:11][OH:12])[OH:10])[OH:8])[OH:6])[OH:4].[CH:13]1[N:14]=[C:15]([NH2:56])[C:16]2[N:21]=[CH:20][N:19]([C@@H:22]3[O:26][C@H:25]([CH2:27][O:28][P:29]([O:32][P:33]([O:36][CH2:37][C@H:38]4[O:42][C@@H:41]([N:43]5[CH:48]=[C:47]([C:49]([NH2:51])=[O:50])[CH2:46][CH:45]=[CH:44]5)[C@H:40]([OH:52])[C@@H:39]4[OH:53])([OH:35])=[O:34])([OH:31])=[O:30])[C@@H:24]([OH:54])[C@H:23]3[OH:55])[C:17]=2[N:18]=1, predict the reaction product. (3) The product is: [CH:11]1([CH2:16][CH2:17][O:18][S:2](=[O:3])(=[O:4])[NH2:5])[CH2:15][CH2:14][CH2:13][CH2:12]1. Given the reactants Cl[S:2]([N:5]=C=O)(=[O:4])=[O:3].C(O)=O.[CH:11]1([CH2:16][CH2:17][OH:18])[CH2:15][CH2:14][CH2:13][CH2:12]1.N1C=CC=CC=1, predict the reaction product. (4) Given the reactants O1[C:5]2([CH2:10][CH2:9][C:8](=[O:11])[CH2:7][CH2:6]2)OCC1.[CH:12]1[CH:17]=[CH:16][C:15](N(S(C(F)(F)F)(=O)=O)S(C(F)(F)F)(=O)=O)=[CH:14][CH:13]=1.C[Si]([N-][Si](C)(C)C)(C)C.[Na+].[CH2:43]1[CH2:47][O:46][CH2:45][CH2:44]1.CC([O:52]C)(C)C, predict the reaction product. The product is: [OH:11][C:8]1[CH:7]=[CH:6][C:5]([CH:12]2[CH2:17][CH2:16][C:15](=[CH:44][C:45]([O:46][CH2:47][CH3:43])=[O:52])[CH2:14][CH2:13]2)=[CH:10][CH:9]=1. (5) Given the reactants [C:1]1([C:42]2[CH:47]=[CH:46][CH:45]=[CH:44][CH:43]=2)[CH:6]=[CH:5][C:4]([C:7]2[N:12]=[C:11]3[N:13]=[C:14]([O:24][C@H:25]4[CH2:30][O:29][C@H:28]([CH2:31][OH:32])[C@@H:27]([O:33][Si:34]([CH2:39][CH3:40])([CH2:37][CH3:38])[CH2:35][CH3:36])[CH2:26]4)[N:15]([CH2:16][O:17][CH2:18][CH2:19][Si:20]([CH3:23])([CH3:22])[CH3:21])[C:10]3=[CH:9][C:8]=2[Cl:41])=[CH:3][CH:2]=1.N1C=CC=CC=1.CC(OI1(OC(C)=O)(OC(C)=O)OC(=O)C2C=CC=CC1=2)=O, predict the reaction product. The product is: [C:1]1([C:42]2[CH:43]=[CH:44][CH:45]=[CH:46][CH:47]=2)[CH:6]=[CH:5][C:4]([C:7]2[N:12]=[C:11]3[N:13]=[C:14]([O:24][C@H:25]4[CH2:30][O:29][C@H:28]([CH:31]=[O:32])[C@@H:27]([O:33][Si:34]([CH2:37][CH3:38])([CH2:39][CH3:40])[CH2:35][CH3:36])[CH2:26]4)[N:15]([CH2:16][O:17][CH2:18][CH2:19][Si:20]([CH3:23])([CH3:22])[CH3:21])[C:10]3=[CH:9][C:8]=2[Cl:41])=[CH:3][CH:2]=1.